From a dataset of Reaction yield outcomes from USPTO patents with 853,638 reactions. Predict the reaction yield, written as a fraction of the theoretical maximum amount of product (1.0 means a 100% yield; for example, 0.34 means a 34% yield). (1) The reactants are [F:1][C:2]1[CH:3]=[C:4]2[N:9]([C:10]=1[CH2:11][NH2:12])[CH:8]=[CH:7][CH:6]=[CH:5]2.O[CH:14]1[O:18][C:17](=O)[CH2:16][CH:15]1[CH2:20][CH2:21][CH3:22]. The catalyst is ClCCCl.ClCCl. The product is [F:1][C:2]1[CH:3]=[C:4]2[N:9]([C:10]=1[CH2:11][N:12]1[CH2:14][CH:15]([CH2:20][CH2:21][CH3:22])[CH2:16][C:17]1=[O:18])[CH:8]=[CH:7][CH:6]=[CH:5]2. The yield is 0.200. (2) The reactants are S(Cl)(Cl)=O.NC(C)(C)CC(O)=O.[N:13]([C:16]1[CH:25]=[CH:24][CH:23]=[CH:22][C:17]=1[C:18]([O:20]C)=O)=[C:14]=[S:15].[NH2:26][C:27]([CH3:34])([CH3:33])[CH2:28][C:29]([O:31][CH3:32])=[O:30]. The catalyst is CO.C(N(CC)CC)C. The product is [CH3:33][C:27]([N:26]1[C:18](=[O:20])[C:17]2[C:16](=[CH:25][CH:24]=[CH:23][CH:22]=2)[NH:13][C:14]1=[S:15])([CH3:34])[CH2:28][C:29]([O:31][CH3:32])=[O:30]. The yield is 1.00. (3) The reactants are [F:1][C:2]1[CH:8]=[C:7]([F:9])[CH:6]=[CH:5][C:3]=1[NH2:4].[N+:10]([O-:13])([OH:12])=[O:11].[N:14]#[C:15][NH2:16]. The catalyst is CCO. The product is [N+:10]([O-:13])([OH:12])=[O:11].[F:1][C:2]1[CH:8]=[C:7]([F:9])[CH:6]=[CH:5][C:3]=1[NH:4][C:15]([NH2:16])=[NH:14]. The yield is 0.400. (4) The yield is 0.900. The reactants are [CH2:1]([O:3][C:4]1[CH:9]=[C:8]([O:10][C:11]2[CH:16]=[CH:15][C:14]([C:17]([F:20])([F:19])[F:18])=[CH:13][N:12]=2)[CH:7]=[CH:6][C:5]=1[CH2:21][CH2:22][C:23](OC)=[O:24])[CH3:2].[H-].[Al+3].[Li+].[H-].[H-].[H-].O.O.O.O.O.O.O.O.O.O.S([O-])([O-])(=O)=O.[Na+].[Na+]. The catalyst is O1CCCC1. The product is [CH2:1]([O:3][C:4]1[CH:9]=[C:8]([O:10][C:11]2[CH:16]=[CH:15][C:14]([C:17]([F:18])([F:19])[F:20])=[CH:13][N:12]=2)[CH:7]=[CH:6][C:5]=1[CH2:21][CH2:22][CH2:23][OH:24])[CH3:2]. (5) The reactants are [NH:1]1[C:5]2[CH:6]=[CH:7][C:8]([C@@H:10]([NH:12][C:13]3[C:18]([N+:19]([O-])=O)=[CH:17][N:16]=[C:15]([Cl:22])[CH:14]=3)[CH3:11])=[CH:9][C:4]=2[N:3]=[CH:2]1.[Cl-].[NH4+].C(O)C. The catalyst is [Fe].O. The product is [NH:1]1[C:5]2[CH:6]=[CH:7][C:8]([C@@H:10]([NH:12][C:13]3[CH:14]=[C:15]([Cl:22])[N:16]=[CH:17][C:18]=3[NH2:19])[CH3:11])=[CH:9][C:4]=2[N:3]=[CH:2]1. The yield is 0.430. (6) The reactants are Cl[C:2]1[C:3]([NH2:12])=[N:4][C:5]2[C:10]([N:11]=1)=[CH:9][CH:8]=[CH:7][CH:6]=2.[CH3:13][O:14][C:15]1[CH:16]=[C:17]([CH:19]=[C:20]([O:22][CH3:23])[CH:21]=1)[NH2:18]. The catalyst is CN1C(=O)CCC1. The product is [CH3:23][O:22][C:20]1[CH:19]=[C:17]([NH:18][C:2]2[C:3]([NH2:12])=[N:4][C:5]3[C:10](=[CH:9][CH:8]=[CH:7][CH:6]=3)[N:11]=2)[CH:16]=[C:15]([O:14][CH3:13])[CH:21]=1. The yield is 0.600. (7) The reactants are [CH2:1]([O:8][C:9]1[CH:14]=[CH:13][C:12]([CH2:15][C:16](Cl)=[N:17][OH:18])=[CH:11][CH:10]=1)[C:2]1[CH:7]=[CH:6][CH:5]=[CH:4][CH:3]=1.O1CCCC1.[C:25]([C:27]1[C:28]([NH2:36])=[N:29][C:30]([CH2:33][O:34][CH3:35])=[CH:31][CH:32]=1)#[CH:26].C(N(CC)CC)C. The catalyst is O. The product is [CH2:1]([O:8][C:9]1[CH:14]=[CH:13][C:12]([CH2:15][C:16]2[CH:26]=[C:25]([C:27]3[C:28]([NH2:36])=[N:29][C:30]([CH2:33][O:34][CH3:35])=[CH:31][CH:32]=3)[O:18][N:17]=2)=[CH:11][CH:10]=1)[C:2]1[CH:7]=[CH:6][CH:5]=[CH:4][CH:3]=1. The yield is 0.410. (8) The reactants are [CH2:1]([O:8][C:9]1[CH:17]=[CH:16][C:12]([C:13](O)=[O:14])=[CH:11][C:10]=1[C:18]([NH:20][C:21]1[CH:26]=[C:25]([C:27]([F:30])([F:29])[F:28])[CH:24]=[C:23]([C:31]([F:34])([F:33])[F:32])[CH:22]=1)=[O:19])[C:2]1[CH:7]=[CH:6][CH:5]=[CH:4][CH:3]=1.[CH2:35]([CH:42]1[CH2:47][CH2:46][NH:45][CH2:44][CH2:43]1)[C:36]1[CH:41]=[CH:40][CH:39]=[CH:38][CH:37]=1. No catalyst specified. The product is [CH2:1]([O:8][C:9]1[CH:17]=[CH:16][C:12]([C:13]([N:45]2[CH2:46][CH2:47][CH:42]([CH2:35][C:36]3[CH:41]=[CH:40][CH:39]=[CH:38][CH:37]=3)[CH2:43][CH2:44]2)=[O:14])=[CH:11][C:10]=1[C:18]([NH:20][C:21]1[CH:22]=[C:23]([C:31]([F:34])([F:32])[F:33])[CH:24]=[C:25]([C:27]([F:28])([F:30])[F:29])[CH:26]=1)=[O:19])[C:2]1[CH:3]=[CH:4][CH:5]=[CH:6][CH:7]=1. The yield is 0.767. (9) The reactants are C([O:3][C:4](=O)[CH:5]=[C:6]1[CH2:9][CH:8]([C:10]2[CH:15]=[CH:14][CH:13]=[C:12]([Br:16])[CH:11]=2)[CH2:7]1)C.[BH4-].[Na+]. No catalyst specified. The product is [Br:16][C:12]1[CH:11]=[C:10]([CH:8]2[CH2:7][CH:6]([CH2:5][CH2:4][OH:3])[CH2:9]2)[CH:15]=[CH:14][CH:13]=1. The yield is 0.300. (10) The reactants are Br[C:2]1[N:7]=[CH:6][C:5]2[CH:8]=[C:9]([C:18]3[CH:19]=[N:20][N:21]([C:23]([O:25][C:26]([CH3:29])([CH3:28])[CH3:27])=[O:24])[CH:22]=3)[N:10]([C:11]([O:13][C:14]([CH3:17])([CH3:16])[CH3:15])=[O:12])[C:4]=2[CH:3]=1.[CH3:30][O:31][C:32]1[CH:33]=[C:34]([NH2:40])[CH:35]=[CH:36][C:37]=1[O:38][CH3:39]. No catalyst specified. The product is [C:26]([O:25][C:23]([N:21]1[CH:22]=[C:18]([C:9]2[N:10]([C:11]([O:13][C:14]([CH3:17])([CH3:16])[CH3:15])=[O:12])[C:4]3[CH:3]=[C:2]([NH:40][C:34]4[CH:35]=[CH:36][C:37]([O:38][CH3:39])=[C:32]([O:31][CH3:30])[CH:33]=4)[N:7]=[CH:6][C:5]=3[CH:8]=2)[CH:19]=[N:20]1)=[O:24])([CH3:29])([CH3:28])[CH3:27]. The yield is 0.710.